From a dataset of Full USPTO retrosynthesis dataset with 1.9M reactions from patents (1976-2016). Predict the reactants needed to synthesize the given product. Given the product [CH2:13]([N:10]1[C:6]2=[N:7][C:8]([CH3:9])=[C:3]([CH2:2][NH:1][C:29]([C:27]3[N:28]=[C:24]([C:23]([F:33])([F:22])[F:32])[S:25][CH:26]=3)=[O:30])[C:4]([NH:15][CH:16]3[CH2:17][CH2:18][O:19][CH2:20][CH2:21]3)=[C:5]2[CH:12]=[N:11]1)[CH3:14], predict the reactants needed to synthesize it. The reactants are: [NH2:1][CH2:2][C:3]1[C:8]([CH3:9])=[N:7][C:6]2[N:10]([CH2:13][CH3:14])[N:11]=[CH:12][C:5]=2[C:4]=1[NH:15][CH:16]1[CH2:21][CH2:20][O:19][CH2:18][CH2:17]1.[F:22][C:23]([F:33])([F:32])[C:24]1[S:25][CH:26]=[C:27]([C:29](O)=[O:30])[N:28]=1.